From a dataset of Forward reaction prediction with 1.9M reactions from USPTO patents (1976-2016). Predict the product of the given reaction. (1) Given the reactants [Br:1][C:2]1[CH:3]=[CH:4][C:5]([C:9]([OH:11])=O)=[C:6]([CH:8]=1)[NH2:7].BrC1C=CC=C2C=1C(O)=[N:16]N2, predict the reaction product. The product is: [Br:1][C:2]1[CH:8]=[C:6]2[C:5]([C:9]([OH:11])=[N:16][NH:7]2)=[CH:4][CH:3]=1. (2) Given the reactants [Cl-].O[NH3+:3].[C:4](=[O:7])([O-])[OH:5].[Na+].CS(C)=O.[CH3:13][C:14]1([CH3:52])[CH2:18][O:17][C:16]2([CH2:23][CH2:22][CH:21]([N:24]3[C:29](=[O:30])[C:28]([CH2:31][C:32]4[CH:37]=[CH:36][C:35]([C:38]5[C:39]([C:44]#[N:45])=[CH:40][CH:41]=[CH:42][CH:43]=5)=[CH:34][CH:33]=4)=[C:27]([CH2:46][CH2:47][CH3:48])[N:26]4[N:49]=[CH:50][N:51]=[C:25]34)[CH2:20][CH2:19]2)[O:15]1, predict the reaction product. The product is: [CH3:52][C:14]1([CH3:13])[CH2:18][O:17][C:16]2([CH2:19][CH2:20][CH:21]([N:24]3[C:29](=[O:30])[C:28]([CH2:31][C:32]4[CH:37]=[CH:36][C:35]([C:38]5[CH:43]=[CH:42][CH:41]=[CH:40][C:39]=5[C:44]5[NH:3][C:4](=[O:7])[O:5][N:45]=5)=[CH:34][CH:33]=4)=[C:27]([CH2:46][CH2:47][CH3:48])[N:26]4[N:49]=[CH:50][N:51]=[C:25]34)[CH2:22][CH2:23]2)[O:15]1. (3) The product is: [O:17]1[CH2:18][CH2:19][CH2:20][CH2:21][CH:16]1[O:15][CH2:14][CH2:13][O:12][C:9]1[CH:8]=[CH:7][C:6]([CH2:5][CH2:4][C:3]([OH:22])=[O:2])=[CH:11][CH:10]=1. Given the reactants C[O:2][C:3](=[O:22])[CH2:4][CH2:5][C:6]1[CH:11]=[CH:10][C:9]([O:12][CH2:13][CH2:14][O:15][CH:16]2[CH2:21][CH2:20][CH2:19][CH2:18][O:17]2)=[CH:8][CH:7]=1.[OH-].[Na+], predict the reaction product. (4) Given the reactants [F:1][C:2]([F:15])([F:14])[S:3]([O:6]S(C(F)(F)F)(=O)=O)(=[O:5])=[O:4].[O:16]1[C:25]2[C:20](=[CH:21][CH:22]=[CH:23][CH:24]=2)[CH2:19][CH2:18][CH:17]1[CH2:26]O.N1C=CC=CC=1.O, predict the reaction product. The product is: [F:1][C:2]([F:15])([F:14])[S:3]([O:6][CH2:26][CH:17]1[CH2:18][CH2:19][C:20]2[C:25](=[CH:24][CH:23]=[CH:22][CH:21]=2)[O:16]1)(=[O:5])=[O:4]. (5) Given the reactants [Cl:1][C:2]1[CH:7]=[CH:6][C:5]([C:8]2([NH:11][C:12]3[N:17]=[C:16]([O:18][CH2:19][C:20]([F:23])([F:22])[F:21])[N:15]=[C:14]([NH:24][C:25]4[CH:33]=[CH:32][C:28]([C:29](O)=[O:30])=[CH:27][CH:26]=4)[N:13]=3)[CH2:10][CH2:9]2)=[CH:4][CH:3]=1.[NH2:34][CH2:35][C:36]([O:38][CH2:39][CH3:40])=[O:37].CN(C(ON1N=NC2C=CC=NC1=2)=[N+](C)C)C.F[P-](F)(F)(F)(F)F.CCN(C(C)C)C(C)C, predict the reaction product. The product is: [Cl:1][C:2]1[CH:7]=[CH:6][C:5]([C:8]2([NH:11][C:12]3[N:17]=[C:16]([O:18][CH2:19][C:20]([F:21])([F:23])[F:22])[N:15]=[C:14]([NH:24][C:25]4[CH:26]=[CH:27][C:28]([C:29]([NH:34][CH2:35][C:36]([O:38][CH2:39][CH3:40])=[O:37])=[O:30])=[CH:32][CH:33]=4)[N:13]=3)[CH2:10][CH2:9]2)=[CH:4][CH:3]=1. (6) Given the reactants [Cl:1][C:2]1[CH:3]=[N:4][CH:5]=[C:6]([Cl:26])[C:7]=1[CH2:8][C:9]([C:11]1[C:16]2[O:17][C:18]3([O:23][C:15]=2[C:14]([O:24][CH3:25])=[CH:13][CH:12]=1)[CH2:22][CH2:21][CH2:20][CH2:19]3)=[O:10].C1C=C(Cl)C=C(C(OO)=[O:35])C=1, predict the reaction product. The product is: [Cl:1][C:2]1[CH:3]=[N+:4]([O-:35])[CH:5]=[C:6]([Cl:26])[C:7]=1[CH2:8][C:9]([C:11]1[C:16]2[O:17][C:18]3([O:23][C:15]=2[C:14]([O:24][CH3:25])=[CH:13][CH:12]=1)[CH2:22][CH2:21][CH2:20][CH2:19]3)=[O:10]. (7) Given the reactants [NH2:1][C:2]1[CH:3]=[C:4]([N:11]2[CH2:16][CH2:15][N:14]([CH2:17][C:18]([N:20]([CH2:23][CH3:24])[CH2:21][CH3:22])=[O:19])[CH2:13][CH2:12]2)[C:5]2[O:9][CH:8]=[CH:7][C:6]=2[CH:10]=1.[Cl:25]C1C=CC=CC=1S(Cl)(=O)=O.[Cl:36][C:37]1[CH:42]=[CH:41][CH:40]=[CH:39][C:38]=1[S:43](NC1C=C(N2CCN(C(OC(C)(C)C)=O)CC2)C2OC=CC=2C=1)(=[O:45])=[O:44], predict the reaction product. The product is: [ClH:25].[Cl:36][C:37]1[CH:42]=[CH:41][CH:40]=[CH:39][C:38]=1[S:43]([NH:1][C:2]1[CH:3]=[C:4]([N:11]2[CH2:16][CH2:15][N:14]([CH2:17][C:18]([N:20]([CH2:23][CH3:24])[CH2:21][CH3:22])=[O:19])[CH2:13][CH2:12]2)[C:5]2[O:9][CH:8]=[CH:7][C:6]=2[CH:10]=1)(=[O:45])=[O:44]. (8) Given the reactants [Cl:1][C:2]1[CH:33]=[CH:32][C:5]2[S:6][C:7]([S:10]([N:13]([C:15]3[CH:20]=[CH:19][C:18]([CH:21]4[CH2:24][N:23](C(OC(C)(C)C)=O)[CH2:22]4)=[CH:17][CH:16]=3)[CH3:14])(=[O:12])=[O:11])=[C:8]([CH3:9])[C:4]=2[CH:3]=1, predict the reaction product. The product is: [NH:23]1[CH2:24][CH:21]([C:18]2[CH:19]=[CH:20][C:15]([N:13]([CH3:14])[S:10]([C:7]3[S:6][C:5]4[CH:32]=[CH:33][C:2]([Cl:1])=[CH:3][C:4]=4[C:8]=3[CH3:9])(=[O:12])=[O:11])=[CH:16][CH:17]=2)[CH2:22]1.